The task is: Predict the product of the given reaction.. This data is from Forward reaction prediction with 1.9M reactions from USPTO patents (1976-2016). (1) Given the reactants I[C:2]1[C:10]2[C:5](=[N:6][CH:7]=[CH:8][C:9]=2[N+:11]([O-:13])=[O:12])[N:4]([CH3:14])[CH:3]=1.[CH3:15][N:16]1[C:24]2[C:19](=[CH:20][CH:21]=[C:22](B3OC(C)(C)C(C)(C)O3)[CH:23]=2)[CH2:18][CH2:17]1.C(=O)([O-])[O-].[Na+].[Na+], predict the reaction product. The product is: [CH3:14][N:4]1[C:5]2=[N:6][CH:7]=[CH:8][C:9]([N+:11]([O-:13])=[O:12])=[C:10]2[C:2]([C:22]2[CH:23]=[C:24]3[C:19]([CH2:18][CH2:17][N:16]3[CH3:15])=[CH:20][CH:21]=2)=[CH:3]1. (2) Given the reactants CC(C)([O-])C.[K+].[CH3:7][O:8][C:9]1[CH:14]=[CH:13][C:12]([C:15](=[O:17])[CH3:16])=[CH:11][CH:10]=1.[F:18][C:19]([F:26])([F:25])[C:20](OCC)=[O:21], predict the reaction product. The product is: [F:18][C:19]([F:26])([F:25])[C:20](=[O:21])[CH2:16][C:15]([C:12]1[CH:13]=[CH:14][C:9]([O:8][CH3:7])=[CH:10][CH:11]=1)=[O:17].